This data is from Peptide-MHC class I binding affinity with 185,985 pairs from IEDB/IMGT. The task is: Regression. Given a peptide amino acid sequence and an MHC pseudo amino acid sequence, predict their binding affinity value. This is MHC class I binding data. (1) The binding affinity (normalized) is 0.0847. The peptide sequence is KVRDRNFQL. The MHC is HLA-B51:01 with pseudo-sequence HLA-B51:01. (2) The peptide sequence is MHEDIISLW. The MHC is HLA-B53:01 with pseudo-sequence HLA-B53:01. The binding affinity (normalized) is 0.276. (3) The peptide sequence is IDPGYYIFLP. The MHC is Mamu-A01 with pseudo-sequence Mamu-A01. The binding affinity (normalized) is 1.00.